From a dataset of Full USPTO retrosynthesis dataset with 1.9M reactions from patents (1976-2016). Predict the reactants needed to synthesize the given product. Given the product [CH2:1]([CH:8]1[CH2:9][CH2:10][N:11]([C:14]2[CH:15]=[C:16]([NH2:20])[CH:17]=[CH:18][CH:19]=2)[CH2:12][CH2:13]1)[C:2]1[CH:3]=[CH:4][CH:5]=[CH:6][CH:7]=1, predict the reactants needed to synthesize it. The reactants are: [CH2:1]([CH:8]1[CH2:13][CH2:12][N:11]([C:14]2[CH:19]=[CH:18][CH:17]=[C:16]([N+:20]([O-])=O)[CH:15]=2)[CH2:10][CH2:9]1)[C:2]1[CH:7]=[CH:6][CH:5]=[CH:4][CH:3]=1.